Task: Predict the reactants needed to synthesize the given product.. Dataset: Full USPTO retrosynthesis dataset with 1.9M reactions from patents (1976-2016) Given the product [NH2:37][C:38]1[C:46]([Cl:47])=[CH:45][C:44]([C:15]2[CH:16]=[C:17]3[C:9]([C:4]4[CH:5]=[CH:6][CH:7]=[CH:8][C:3]=4[O:2][CH3:1])=[CH:10][N:11]([S:27]([C:30]4[CH:35]=[CH:34][C:33]([CH3:36])=[CH:32][CH:31]=4)(=[O:28])=[O:29])[C:12]3=[N:13][CH:14]=2)=[CH:43][C:39]=1[C:40]([OH:42])=[O:41], predict the reactants needed to synthesize it. The reactants are: [CH3:1][O:2][C:3]1[CH:8]=[CH:7][CH:6]=[CH:5][C:4]=1[C:9]1[C:17]2[C:12](=[N:13][CH:14]=[C:15](B3OC(C)(C)C(C)(C)O3)[CH:16]=2)[N:11]([S:27]([C:30]2[CH:35]=[CH:34][C:33]([CH3:36])=[CH:32][CH:31]=2)(=[O:29])=[O:28])[CH:10]=1.[NH2:37][C:38]1[C:46]([Cl:47])=[CH:45][C:44](I)=[CH:43][C:39]=1[C:40]([OH:42])=[O:41].C(=O)(O)[O-].[Na+].